This data is from Full USPTO retrosynthesis dataset with 1.9M reactions from patents (1976-2016). The task is: Predict the reactants needed to synthesize the given product. (1) Given the product [CH3:1][C:2]([CH3:18])([CH2:7][O:8][C:9]1[C:10]([NH2:15])=[N:11][CH:12]=[CH:13][CH:14]=1)[C:3]([O:5][CH3:6])=[O:4], predict the reactants needed to synthesize it. The reactants are: [CH3:1][C:2]([CH3:18])([CH2:7][O:8][C:9]1[C:10]([N+:15]([O-])=O)=[N:11][CH:12]=[CH:13][CH:14]=1)[C:3]([O:5][CH3:6])=[O:4]. (2) Given the product [NH2:34][C:30]1[CH:29]=[C:28]([C:26]#[C:27][C:2]2[N:6]3[CH:7]=[C:8]([C:11]4[CH:16]=[CH:15][C:14]([C:17]([N:19]5[CH2:20][CH2:21][O:22][CH2:23][CH2:24]5)=[O:18])=[C:13]([Cl:25])[CH:12]=4)[N:9]=[CH:10][C:5]3=[N:4][CH:3]=2)[CH:33]=[CH:32][N:31]=1, predict the reactants needed to synthesize it. The reactants are: Br[C:2]1[N:6]2[CH:7]=[C:8]([C:11]3[CH:16]=[CH:15][C:14]([C:17]([N:19]4[CH2:24][CH2:23][O:22][CH2:21][CH2:20]4)=[O:18])=[C:13]([Cl:25])[CH:12]=3)[N:9]=[CH:10][C:5]2=[N:4][CH:3]=1.[C:26]([C:28]1[CH:33]=[CH:32][N:31]=[C:30]([NH2:34])[CH:29]=1)#[CH:27].